From a dataset of Catalyst prediction with 721,799 reactions and 888 catalyst types from USPTO. Predict which catalyst facilitates the given reaction. (1) Reactant: [NH2:1][C:2]1[S:3][CH:4]=[C:5]([CH:7]=[CH:8][C:9]2[CH:14]=[CH:13][CH:12]=[CH:11][CH:10]=2)[N:6]=1.[C:15]1(=[O:25])[O:20][C:18](=[O:19])[C:17]2=[CH:21][CH:22]=[CH:23][CH:24]=[C:16]12. Product: [CH:7]([C:5]1[N:6]=[C:2]([NH:1][C:15]([C:16]2[CH:24]=[CH:23][CH:22]=[CH:21][C:17]=2[C:18]([OH:20])=[O:19])=[O:25])[S:3][CH:4]=1)=[CH:8][C:9]1[CH:14]=[CH:13][CH:12]=[CH:11][CH:10]=1. The catalyst class is: 17. (2) Reactant: [CH3:1][O:2][C:3]1[CH:4]=[C:5]([CH:13]=[CH:14][C:15]=1[NH:16][C:17]1[N:18]=[C:19]([O:44][C:45]2([CH3:49])[CH2:48][CH2:47][CH2:46]2)[C:20]2[C:25]([C:26]3[CH:35]=[CH:34][C:29]4[N:30]=[C:31]([CH3:33])[O:32][C:28]=4[CH:27]=3)=[CH:24][N:23](COCC[Si](C)(C)C)[C:21]=2[N:22]=1)[C:6]([NH:8][CH:9]1[CH2:12][O:11][CH2:10]1)=[O:7].[F-].C([N+](CCCC)(CCCC)CCCC)CCC. Product: [CH3:1][O:2][C:3]1[CH:4]=[C:5]([CH:13]=[CH:14][C:15]=1[NH:16][C:17]1[N:18]=[C:19]([O:44][C:45]2([CH3:49])[CH2:48][CH2:47][CH2:46]2)[C:20]2[C:25]([C:26]3[CH:35]=[CH:34][C:29]4[N:30]=[C:31]([CH3:33])[O:32][C:28]=4[CH:27]=3)=[CH:24][NH:23][C:21]=2[N:22]=1)[C:6]([NH:8][CH:9]1[CH2:10][O:11][CH2:12]1)=[O:7]. The catalyst class is: 1. (3) Reactant: [F:1][C:2]1[CH:3]=[CH:4][C:5]([CH3:41])=[C:6]([CH:40]=1)[O:7][CH2:8][C:9]1[C:10]([C:23]2[CH:28]=[CH:27][C:26]([NH:29][C:30]([C:32]3[CH:37]=[CH:36][N:35]=[CH:34][CH:33]=3)=[O:31])=[CH:25][C:24]=2[O:38][CH3:39])=[CH:11][CH:12]=[C:13]2[C:18]=1[N:17]([CH3:19])[C:16](=[O:20])[C:15]([CH3:22])([CH3:21])[NH:14]2.[C:42](=O)([O-])[O-].CI. Product: [F:1][C:2]1[CH:3]=[CH:4][C:5]([CH3:41])=[C:6]([CH:40]=1)[O:7][CH2:8][C:9]1[C:10]([C:23]2[CH:28]=[CH:27][C:26]([N:29]([CH3:42])[C:30]([C:32]3[CH:37]=[CH:36][N:35]=[CH:34][CH:33]=3)=[O:31])=[CH:25][C:24]=2[O:38][CH3:39])=[CH:11][CH:12]=[C:13]2[C:18]=1[N:17]([CH3:19])[C:16](=[O:20])[C:15]([CH3:22])([CH3:21])[NH:14]2. The catalyst class is: 42. (4) Reactant: C([N:8]1[C:12]2=[C:13]([NH:28][S:29]([CH:32]3[CH2:34][CH2:33]3)(=[O:31])=[O:30])[C:14]([NH:19][C:20]3[CH:25]=[CH:24][C:23]([I:26])=[CH:22][C:21]=3[F:27])=[C:15]([CH3:18])[C:16](=[O:17])[N:11]2[CH2:10][CH2:9]1)C1C=CC=CC=1. Product: [F:27][C:21]1[CH:22]=[C:23]([I:26])[CH:24]=[CH:25][C:20]=1[NH:19][C:14]1[C:13]([NH:28][S:29]([CH:32]2[CH2:33][CH2:34]2)(=[O:31])=[O:30])=[C:12]2[NH:8][CH2:9][CH2:10][N:11]2[C:16](=[O:17])[C:15]=1[CH3:18]. The catalyst class is: 2. (5) Reactant: [OH:1][C:2]1[C:3]([O:20][CH3:21])=[C:4]([C:10]2[CH:11]=[C:12]3[C:16](=[CH:17][CH:18]=2)[C:15](=[O:19])[O:14][CH2:13]3)[CH:5]=[CH:6][C:7]=1[O:8][CH3:9].C(=O)([O-])[O-].[K+].[K+].Br[CH2:29][C:30]1([CH3:34])[CH2:33][O:32][CH2:31]1. Product: [CH3:21][O:20][C:3]1[C:2]([O:1][CH2:29][C:30]2([CH3:34])[CH2:33][O:32][CH2:31]2)=[C:7]([O:8][CH3:9])[CH:6]=[CH:5][C:4]=1[C:10]1[CH:11]=[C:12]2[C:16](=[CH:17][CH:18]=1)[C:15](=[O:19])[O:14][CH2:13]2. The catalyst class is: 10. (6) Reactant: [F:1][C:2]([F:15])([F:14])[O:3][C:4]1[CH:13]=[CH:12][C:7]2[N:8]=[C:9]([NH2:11])[S:10][C:6]=2[CH:5]=1.S([O-])([O-])(=O)=O.[NH3+:21]N.[NH3+]N.O.NN. Product: [F:15][C:2]([F:1])([F:14])[O:3][C:4]1[CH:13]=[CH:12][C:7]2[N:8]=[C:9]([NH:11][NH2:21])[S:10][C:6]=2[CH:5]=1. The catalyst class is: 196. (7) Reactant: Cl[C:2]([O:5]C(=O)OC(Cl)(Cl)Cl)(Cl)Cl.[CH3:13][S:14][C:15]1[C:23]2[C:18](=[CH:19][C:20]([NH2:24])=[CH:21][CH:22]=2)[N:17]([C:25]2[CH:30]=[CH:29][CH:28]=[CH:27][CH:26]=2)[N:16]=1.CCN(C(C)C)C(C)C.[NH2:40][CH:41]1[CH2:45][CH2:44][N:43]([C:46]([O:48][C:49]([CH3:52])([CH3:51])[CH3:50])=[O:47])[CH2:42]1. Product: [CH3:13][S:14][C:15]1[C:23]2[C:18](=[CH:19][C:20]([NH:24][C:2](=[O:5])[NH:40][CH:41]3[CH2:45][CH2:44][N:43]([C:46]([O:48][C:49]([CH3:52])([CH3:51])[CH3:50])=[O:47])[CH2:42]3)=[CH:21][CH:22]=2)[N:17]([C:25]2[CH:26]=[CH:27][CH:28]=[CH:29][CH:30]=2)[N:16]=1. The catalyst class is: 4.